Predict the reaction yield, written as a fraction of the theoretical maximum amount of product (1.0 means a 100% yield; for example, 0.34 means a 34% yield). From a dataset of Reaction yield outcomes from USPTO patents with 853,638 reactions. (1) The reactants are [ClH:1].[NH2:2][C:3]1[N:8]=[CH:7][C:6](/[CH:9]=[CH:10]/[C:11]([OH:13])=O)=[CH:5][C:4]=1[CH2:14][N:15]1[CH2:19][CH2:18][CH2:17][CH2:16]1.Cl.CN1CC2C=C(/C=C/C(O)=O)C=NC=2NC(=O)C1.[CH3:39][NH:40][CH2:41][C:42]1[CH:51]=[CH:50][C:49]2[C:44](=[CH:45][CH:46]=[CH:47][CH:48]=2)[CH:43]=1.CNCC1C=CC2C(=CC=CC=2)C=1CCC. No catalyst specified. The product is [ClH:1].[NH2:2][C:3]1[N:8]=[CH:7][C:6](/[CH:9]=[CH:10]/[C:11]([N:40]([CH3:39])[CH2:41][C:42]2[CH:51]=[CH:50][C:49]3[C:44](=[CH:45][CH:46]=[CH:47][CH:48]=3)[CH:43]=2)=[O:13])=[CH:5][C:4]=1[CH2:14][N:15]1[CH2:19][CH2:18][CH2:17][CH2:16]1. The yield is 0.570. (2) The yield is 0.430. The reactants are Br[C:2]1[CH:3]=[C:4]([C:14]([NH:16][CH2:17][C:18]2[C:19](=[O:26])[NH:20][C:21]([CH3:25])=[CH:22][C:23]=2[CH3:24])=[O:15])[C:5]2[CH:6]=[N:7][N:8]([CH:11]([CH3:13])[CH3:12])[C:9]=2[CH:10]=1.[CH3:27][O:28][C:29]1[N:34]=[CH:33][C:32](B(O)O)=[CH:31][CH:30]=1.C(=O)(O)[O-].[Na+].O. The product is [CH3:24][C:23]1[CH:22]=[C:21]([CH3:25])[NH:20][C:19](=[O:26])[C:18]=1[CH2:17][NH:16][C:14]([C:4]1[C:5]2[CH:6]=[N:7][N:8]([CH:11]([CH3:13])[CH3:12])[C:9]=2[CH:10]=[C:2]([C:32]2[CH:33]=[N:34][C:29]([O:28][CH3:27])=[CH:30][CH:31]=2)[CH:3]=1)=[O:15]. The catalyst is COCCOC.O.C1C=CC(P(C2C=CC=CC=2)[C-]2C=CC=C2)=CC=1.C1C=CC(P(C2C=CC=CC=2)[C-]2C=CC=C2)=CC=1.Cl[Pd]Cl.[Fe+2].C(Cl)Cl. (3) The reactants are BrC1C(F)=C2C([NH:11][C:12](=[O:23])[C:13]3[CH:18]=[CH:17][C:16]([C:19]([F:22])([F:21])[F:20])=[CH:15][N:14]=3)=CNC2=NC=1.N1CCC[C@@H](NC(=O)OC(C)(C)C)C1.CCN(C(C)C)C(C)C.C(O)(C(F)(F)F)=O. The catalyst is CN1CCCC1=O.C(Cl)Cl.C(OCC)(=O)C. The product is [F:21][C:19]([F:20])([F:22])[C:16]1[CH:17]=[CH:18][C:13]([C:12]([NH2:11])=[O:23])=[N:14][CH:15]=1. The yield is 0.0800. (4) The reactants are [Cl:1][C:2]1[CH:3]=[CH:4][C:5]([NH:8][C:9]([C:11]2[CH:16]=[CH:15][CH:14]=[CH:13][C:12]=2[NH:17][C:18]([C:20]2[CH:25]=[CH:24][C:23]([C:26]#[N:27])=[CH:22][CH:21]=2)=[O:19])=[O:10])=[N:6][CH:7]=1.[BH4-].[Na+]. The catalyst is CN(C=O)C.[Co](Cl)Cl. The product is [NH2:27][CH2:26][C:23]1[CH:22]=[CH:21][C:20]([C:18]([NH:17][C:12]2[CH:13]=[CH:14][CH:15]=[CH:16][C:11]=2[C:9](=[O:10])[NH:8][C:5]2[CH:4]=[CH:3][C:2]([Cl:1])=[CH:7][N:6]=2)=[O:19])=[CH:25][CH:24]=1. The yield is 0.300. (5) The reactants are CI.[CH3:3][O:4][C:5]1[CH:35]=[CH:34][C:8]([CH2:9][NH:10][C:11]([C:13]2[CH:14]=[C:15]3[C:20](=[CH:21][CH:22]=2)[NH:19][C:18](=[O:23])[N:17]([CH2:24][C:25]2[CH:30]=[CH:29][C:28]([O:31][CH3:32])=[CH:27][CH:26]=2)[C:16]3=[O:33])=[O:12])=[CH:7][CH:6]=1.[CH3:36]N(C)C=O.C([O-])([O-])=O.[K+].[K+]. The catalyst is CS(C)=O. The product is [CH3:3][O:4][C:5]1[CH:6]=[CH:7][C:8]([CH2:9][NH:10][C:11]([C:13]2[CH:14]=[C:15]3[C:20](=[CH:21][CH:22]=2)[N:19]([CH3:36])[C:18](=[O:23])[N:17]([CH2:24][C:25]2[CH:30]=[CH:29][C:28]([O:31][CH3:32])=[CH:27][CH:26]=2)[C:16]3=[O:33])=[O:12])=[CH:34][CH:35]=1. The yield is 0.944. (6) The reactants are [Br:1][C:2]1[NH:10][C:9]2[C:8](=[O:11])[NH:7][C:6](=[O:12])[N:5]([CH3:13])[C:4]=2[N:3]=1.C(=O)([O-])[O-].[K+].[K+].[CH2:20](Br)[C:21]1[CH:26]=[CH:25][CH:24]=[CH:23][CH:22]=1.O. The catalyst is CN(C)C=O. The product is [CH2:20]([N:10]1[C:9]2[C:8](=[O:11])[NH:7][C:6](=[O:12])[N:5]([CH3:13])[C:4]=2[N:3]=[C:2]1[Br:1])[C:21]1[CH:26]=[CH:25][CH:24]=[CH:23][CH:22]=1. The yield is 0.890. (7) The reactants are [OH:1][C:2]1[CH:11]=[C:10]2[C:5]([C:6]([O:12][C:13]3[CH:14]=[C:15]4[C:19](=[CH:20][CH:21]=3)[NH:18][CH:17]=[C:16]4[CH3:22])=[N:7][CH:8]=[N:9]2)=[CH:4][C:3]=1[O:23][CH3:24].C(=O)([O-])[O-].[K+].[K+].Cl.Cl[CH2:33][CH2:34][N:35]1[CH2:40][CH2:39][O:38][CH2:37][CH2:36]1. The catalyst is CN(C=O)C. The product is [CH3:24][O:23][C:3]1[CH:4]=[C:5]2[C:10](=[CH:11][C:2]=1[O:1][CH2:33][CH2:34][N:35]1[CH2:40][CH2:39][O:38][CH2:37][CH2:36]1)[N:9]=[CH:8][N:7]=[C:6]2[O:12][C:13]1[CH:14]=[C:15]2[C:19](=[CH:20][CH:21]=1)[NH:18][CH:17]=[C:16]2[CH3:22]. The yield is 0.470. (8) The reactants are [NH2:1][C:2]1[CH:3]=[C:4]([C:8]2[C:16]3[C:11](=[CH:12][CH:13]=[C:14]([C:17]([NH2:19])=[O:18])[CH:15]=3)[N:10](C3CCCCO3)[N:9]=2)[CH:5]=[CH:6][CH:7]=1.[C:26](O)(=[O:35])[CH2:27][CH2:28][C:29]1[CH:34]=[CH:33][CH:32]=[CH:31][CH:30]=1.CCN=C=NCCCN(C)C. No catalyst specified. The product is [C:29]1([CH2:28][CH2:27][C:26]([NH:1][C:2]2[CH:3]=[C:4]([C:8]3[C:16]4[C:11](=[CH:12][CH:13]=[C:14]([C:17]([NH2:19])=[O:18])[CH:15]=4)[NH:10][N:9]=3)[CH:5]=[CH:6][CH:7]=2)=[O:35])[CH:34]=[CH:33][CH:32]=[CH:31][CH:30]=1. The yield is 0.130. (9) The reactants are [NH2:1][C:2]1[C:3]2[CH2:14][N:13]([C:15]([O:17][C:18]([CH3:21])([CH3:20])[CH3:19])=[O:16])[C:12]([CH3:23])([CH3:22])[C:4]=2[N:5]([C:7]([O:9][CH2:10][CH3:11])=[O:8])[N:6]=1.[F:24][C:25]1[CH:26]=[C:27]([N:31]=[C:32]=[O:33])[CH:28]=[CH:29][CH:30]=1. The catalyst is C1COCC1. The product is [F:24][C:25]1[CH:26]=[C:27]([NH:31][C:32]([NH:1][C:2]2[C:3]3[CH2:14][N:13]([C:15]([O:17][C:18]([CH3:21])([CH3:20])[CH3:19])=[O:16])[C:12]([CH3:22])([CH3:23])[C:4]=3[N:5]([C:7]([O:9][CH2:10][CH3:11])=[O:8])[N:6]=2)=[O:33])[CH:28]=[CH:29][CH:30]=1. The yield is 0.710.